Dataset: NCI-60 drug combinations with 297,098 pairs across 59 cell lines. Task: Regression. Given two drug SMILES strings and cell line genomic features, predict the synergy score measuring deviation from expected non-interaction effect. (1) Drug 1: C1CN1P(=S)(N2CC2)N3CC3. Drug 2: CCC1(C2=C(COC1=O)C(=O)N3CC4=CC5=C(C=CC(=C5CN(C)C)O)N=C4C3=C2)O.Cl. Cell line: K-562. Synergy scores: CSS=55.9, Synergy_ZIP=-1.47, Synergy_Bliss=-1.91, Synergy_Loewe=-16.3, Synergy_HSA=2.16. (2) Drug 1: C1CCC(CC1)NC(=O)N(CCCl)N=O. Synergy scores: CSS=40.8, Synergy_ZIP=7.45, Synergy_Bliss=12.0, Synergy_Loewe=13.3, Synergy_HSA=13.8. Drug 2: B(C(CC(C)C)NC(=O)C(CC1=CC=CC=C1)NC(=O)C2=NC=CN=C2)(O)O. Cell line: HL-60(TB). (3) Drug 1: C1=C(C(=O)NC(=O)N1)N(CCCl)CCCl. Drug 2: CC1=C(N=C(N=C1N)C(CC(=O)N)NCC(C(=O)N)N)C(=O)NC(C(C2=CN=CN2)OC3C(C(C(C(O3)CO)O)O)OC4C(C(C(C(O4)CO)O)OC(=O)N)O)C(=O)NC(C)C(C(C)C(=O)NC(C(C)O)C(=O)NCCC5=NC(=CS5)C6=NC(=CS6)C(=O)NCCC[S+](C)C)O. Cell line: OVCAR-4. Synergy scores: CSS=-0.619, Synergy_ZIP=-1.65, Synergy_Bliss=-1.69, Synergy_Loewe=-1.57, Synergy_HSA=-1.36. (4) Synergy scores: CSS=1.86, Synergy_ZIP=2.79, Synergy_Bliss=3.78, Synergy_Loewe=-1.79, Synergy_HSA=-0.821. Cell line: SF-268. Drug 2: C1=NNC2=C1C(=O)NC=N2. Drug 1: CC1=C(C=C(C=C1)NC2=NC=CC(=N2)N(C)C3=CC4=NN(C(=C4C=C3)C)C)S(=O)(=O)N.Cl. (5) Drug 1: CC1=C(C(=O)C2=C(C1=O)N3CC4C(C3(C2COC(=O)N)OC)N4)N. Drug 2: CN1C(=O)N2C=NC(=C2N=N1)C(=O)N. Cell line: HT29. Synergy scores: CSS=61.9, Synergy_ZIP=16.1, Synergy_Bliss=14.6, Synergy_Loewe=-31.0, Synergy_HSA=12.3. (6) Drug 1: C1=CC(=CC=C1CCC2=CNC3=C2C(=O)NC(=N3)N)C(=O)NC(CCC(=O)O)C(=O)O. Drug 2: C(CCl)NC(=O)N(CCCl)N=O. Synergy scores: CSS=11.8, Synergy_ZIP=-11.3, Synergy_Bliss=-8.49, Synergy_Loewe=-28.4, Synergy_HSA=-8.06. Cell line: UO-31. (7) Drug 1: CC1CCC2CC(C(=CC=CC=CC(CC(C(=O)C(C(C(=CC(C(=O)CC(OC(=O)C3CCCCN3C(=O)C(=O)C1(O2)O)C(C)CC4CCC(C(C4)OC)O)C)C)O)OC)C)C)C)OC. Drug 2: C1CC(=O)NC(=O)C1N2C(=O)C3=CC=CC=C3C2=O. Cell line: OVCAR3. Synergy scores: CSS=-3.47, Synergy_ZIP=0.468, Synergy_Bliss=1.07, Synergy_Loewe=-9.73, Synergy_HSA=-3.57. (8) Drug 1: C1C(C(OC1N2C=C(C(=O)NC2=O)F)CO)O. Drug 2: CN(C(=O)NC(C=O)C(C(C(CO)O)O)O)N=O. Cell line: MDA-MB-231. Synergy scores: CSS=6.02, Synergy_ZIP=-2.81, Synergy_Bliss=-1.26, Synergy_Loewe=-2.37, Synergy_HSA=-0.415. (9) Drug 1: CC(CN1CC(=O)NC(=O)C1)N2CC(=O)NC(=O)C2. Drug 2: C1=CC=C(C=C1)NC(=O)CCCCCCC(=O)NO. Cell line: SK-MEL-2. Synergy scores: CSS=26.5, Synergy_ZIP=-13.7, Synergy_Bliss=-7.31, Synergy_Loewe=-13.5, Synergy_HSA=-4.54. (10) Drug 1: CN1CCC(CC1)COC2=C(C=C3C(=C2)N=CN=C3NC4=C(C=C(C=C4)Br)F)OC. Drug 2: B(C(CC(C)C)NC(=O)C(CC1=CC=CC=C1)NC(=O)C2=NC=CN=C2)(O)O. Cell line: HOP-92. Synergy scores: CSS=19.3, Synergy_ZIP=-2.91, Synergy_Bliss=1.91, Synergy_Loewe=4.31, Synergy_HSA=3.99.